From a dataset of Full USPTO retrosynthesis dataset with 1.9M reactions from patents (1976-2016). Predict the reactants needed to synthesize the given product. (1) Given the product [C:1]([C:5]1[CH:9]=[C:8]([CH2:10][NH:11][C:30]([NH:29][C:22]2[CH:23]=[CH:24][C:25]([CH2:26][CH2:27][OH:28])=[C:20]([F:19])[CH:21]=2)=[O:31])[N:7]([C:12]2[CH:17]=[CH:16][CH:15]=[C:14]([Cl:18])[CH:13]=2)[N:6]=1)([CH3:4])([CH3:2])[CH3:3], predict the reactants needed to synthesize it. The reactants are: [C:1]([C:5]1[CH:9]=[C:8]([CH2:10][NH2:11])[N:7]([C:12]2[CH:17]=[CH:16][CH:15]=[C:14]([Cl:18])[CH:13]=2)[N:6]=1)([CH3:4])([CH3:3])[CH3:2].[F:19][C:20]1[CH:21]=[C:22]([NH:29][C:30](=O)[O:31]C2C=CC=CC=2)[CH:23]=[CH:24][C:25]=1[CH2:26][CH2:27][OH:28]. (2) Given the product [F:1][C:2]([F:7])([F:6])[C:3]([OH:5])=[O:4].[Cl:15][C:16]1[CH:17]=[N:18][C:19]2[NH:20][C:21]3[CH:22]=[CH:23][CH:24]=[C:25]([CH:38]=3)[CH2:26][CH2:27][C:28]3[CH:36]=[C:32]([NH:33][C:34]=1[N:35]=2)[CH:31]=[C:30]([NH:37][C:46]([C:45]1[N:41]([CH3:40])[CH:42]=[N:43][CH:44]=1)=[O:47])[CH:29]=3, predict the reactants needed to synthesize it. The reactants are: [F:1][C:2]([F:7])([F:6])[C:3]([OH:5])=[O:4].FC(F)(F)C(O)=O.[Cl:15][C:16]1[CH:17]=[N:18][C:19]2[NH:20][C:21]3[CH:22]=[CH:23][CH:24]=[C:25]([CH:38]=3)[CH2:26][CH2:27][C:28]3[CH:36]=[C:32]([NH:33][C:34]=1[N:35]=2)[CH:31]=[C:30]([NH2:37])[CH:29]=3.Cl.[CH3:40][N:41]1[C:45]([C:46](Cl)=[O:47])=[CH:44][N:43]=[CH:42]1.